Dataset: Catalyst prediction with 721,799 reactions and 888 catalyst types from USPTO. Task: Predict which catalyst facilitates the given reaction. (1) Reactant: Br[CH2:2][C:3]([C:5]1[C:10](=[O:11])[NH:9][C:8]([CH2:12][O:13][CH2:14][C:15]2[CH:20]=[CH:19][CH:18]=[CH:17][CH:16]=2)=[C:7]([C:21]([O:23][CH2:24][CH3:25])=[O:22])[CH:6]=1)=O.[C:26]1([S:32]([CH2:35][C:36](=[S:38])[NH2:37])(=[O:34])=[O:33])[CH:31]=[CH:30][CH:29]=[CH:28][CH:27]=1.C(Cl)Cl. Product: [O:11]=[C:10]1[NH:9][C:8]([CH2:12][O:13][CH2:14][C:15]2[CH:20]=[CH:19][CH:18]=[CH:17][CH:16]=2)=[C:7]([C:21]([O:23][CH2:24][CH3:25])=[O:22])[CH:6]=[C:5]1[C:3]1[N:37]=[C:36]([CH2:35][S:32]([C:26]2[CH:31]=[CH:30][CH:29]=[CH:28][CH:27]=2)(=[O:34])=[O:33])[S:38][CH:2]=1. The catalyst class is: 5. (2) Reactant: [F:1][C:2]1[CH:3]=[C:4]2[C:8](=[CH:9][CH:10]=1)[N:7]([S:11]([CH3:14])(=[O:13])=[O:12])[CH:6]=[C:5]2[C:15]([OH:17])=[O:16].[F:18][C:19]([F:30])([F:29])[C:20]([O:22]C(=O)C(F)(F)F)=[O:21].C(O)(C(F)(F)F)=O.[N:38]12[CH2:45][CH2:44][C:41](O)([CH2:42][CH2:43]1)[CH2:40][CH2:39]2. Product: [F:18][C:19]([F:30])([F:29])[C:20]([OH:22])=[O:21].[F:1][C:2]1[CH:3]=[C:4]2[C:8](=[CH:9][CH:10]=1)[N:7]([S:11]([CH3:14])(=[O:13])=[O:12])[CH:6]=[C:5]2[C:15]([O:17][C:41]12[CH2:44][CH2:45][N:38]([CH2:43][CH2:42]1)[CH2:39][CH2:40]2)=[O:16]. The catalyst class is: 11. (3) Reactant: [CH2:1]([C:5]1[N:6]=[C:7]([C:21]2[CH:26]=[CH:25][C:24]([C:27]([F:30])([F:29])[F:28])=[CH:23][CH:22]=2)[S:8][C:9]=1[CH2:10][N:11]1[C:15]2=[N:16][CH:17]=[C:18]([OH:20])[CH:19]=[C:14]2[CH:13]=[CH:12]1)[CH2:2][CH2:3][CH3:4].C(=O)([O-])[O-].[Cs+].[Cs+].C([O:41][C:42](=[O:45])[CH2:43]Br)(C)(C)C.C(OCC)(=O)C. Product: [CH2:1]([C:5]1[N:6]=[C:7]([C:21]2[CH:26]=[CH:25][C:24]([C:27]([F:28])([F:30])[F:29])=[CH:23][CH:22]=2)[S:8][C:9]=1[CH2:10][N:11]1[C:15]2=[N:16][CH:17]=[C:18]([O:20][CH2:43][C:42]([OH:45])=[O:41])[CH:19]=[C:14]2[CH:13]=[CH:12]1)[CH2:2][CH2:3][CH3:4]. The catalyst class is: 9. (4) Reactant: [CH3:1][O:2][C:3](=[O:15])[C:4]1[C:5](=[C:10](I)[CH:11]=[CH:12][CH:13]=1)[C:6]([O:8][CH3:9])=[O:7].[CH3:16][O:17][C:18]1[CH:23]=[CH:22][C:21]([NH2:24])=[C:20]([O:25][C:26]2[CH:31]=[CH:30][CH:29]=[CH:28][CH:27]=2)[CH:19]=1.C1C=CC(P(C2C(C3C(P(C4C=CC=CC=4)C4C=CC=CC=4)=CC=C4C=3C=CC=C4)=C3C(C=CC=C3)=CC=2)C2C=CC=CC=2)=CC=1.C(=O)([O-])[O-].[Cs+].[Cs+]. Product: [CH3:1][O:2][C:3](=[O:15])[C:4]1[C:5](=[C:10]([NH:24][C:21]2[CH:22]=[CH:23][C:18]([O:17][CH3:16])=[CH:19][C:20]=2[O:25][C:26]2[CH:27]=[CH:28][CH:29]=[CH:30][CH:31]=2)[CH:11]=[CH:12][CH:13]=1)[C:6]([O:8][CH3:9])=[O:7]. The catalyst class is: 835. (5) Reactant: FC(F)(F)C(OC(=O)C(F)(F)F)=[O:4].[Br:14][C:15]1[CH:16]=[CH:17][C:18]([Cl:21])=[N:19][CH:20]=1.C(N)(N)=O.OO.O.S([O-])([O-])(=O)=S.[Na+].[Na+]. Product: [Br:14][C:15]1[CH:16]=[CH:17][C:18]([Cl:21])=[N+:19]([O-:4])[CH:20]=1. The catalyst class is: 22.